Dataset: Reaction yield outcomes from USPTO patents with 853,638 reactions. Task: Predict the reaction yield, written as a fraction of the theoretical maximum amount of product (1.0 means a 100% yield; for example, 0.34 means a 34% yield). (1) The reactants are [CH2:1]([NH:8][C:9](=[O:49])[C@@H:10]([OH:48])[CH:11]([NH:19][C:20](=[O:47])[C@@H:21]([NH:31][C:32](=[O:46])[C@@H:33]([NH:35][S:36]([C:39]1[C:40]([CH3:45])=[CH:41][CH:42]=[CH:43][CH:44]=1)(=[O:38])=[O:37])[CH3:34])[CH2:22][C:23]1[CH:28]=[CH:27][C:26]([O:29][CH3:30])=[CH:25][CH:24]=1)[CH2:12][C:13]1[CH:18]=[CH:17][CH:16]=[CH:15][CH:14]=1)[C:2]1[CH:7]=[CH:6][CH:5]=[CH:4][CH:3]=1.CC(OI1(OC(C)=O)(OC(C)=O)OC(=O)C2C=CC=CC1=2)=O. The catalyst is ClCCl. The product is [CH2:1]([NH:8][C:9](=[O:49])[C:10](=[O:48])[C@@H:11]([NH:19][C:20](=[O:47])[C@@H:21]([NH:31][C:32](=[O:46])[C@@H:33]([NH:35][S:36]([C:39]1[C:40]([CH3:45])=[CH:41][CH:42]=[CH:43][CH:44]=1)(=[O:38])=[O:37])[CH3:34])[CH2:22][C:23]1[CH:28]=[CH:27][C:26]([O:29][CH3:30])=[CH:25][CH:24]=1)[CH2:12][C:13]1[CH:18]=[CH:17][CH:16]=[CH:15][CH:14]=1)[C:2]1[CH:3]=[CH:4][CH:5]=[CH:6][CH:7]=1. The yield is 0.720. (2) The reactants are [Cl:1][C:2]1[CH:7]=[C:6]([O:8][CH3:9])[CH:5]=[CH:4][C:3]=1[C:10]1[CH:15]=[CH:14][N:13]([C:16]2[CH:21]=[CH:20][C:19]3[C:22]4[CH2:23][N:24](C(OC(C)(C)C)=O)[CH2:25][CH2:26][C:27]=4[O:28][C:18]=3[CH:17]=2)[C:12](=[O:36])[CH:11]=1.Cl. The catalyst is CO.CCOCC. The product is [Cl:1][C:2]1[CH:7]=[C:6]([O:8][CH3:9])[CH:5]=[CH:4][C:3]=1[C:10]1[CH:15]=[CH:14][N:13]([C:16]2[CH:21]=[CH:20][C:19]3[C:22]4[CH2:23][NH:24][CH2:25][CH2:26][C:27]=4[O:28][C:18]=3[CH:17]=2)[C:12](=[O:36])[CH:11]=1. The yield is 0.940. (3) The reactants are [Br:1][C:2]1[CH:7]=[CH:6][C:5]([O:8][CH:9]=[CH2:10])=[CH:4][CH:3]=1.Cl[CH2:12]I.ClC(Cl)C.C([Zn]CC)C. The catalyst is [NH4+].[Cl-]. The product is [Br:1][C:2]1[CH:7]=[CH:6][C:5]([O:8][CH:9]2[CH2:12][CH2:10]2)=[CH:4][CH:3]=1. The yield is 0.940. (4) The catalyst is Cl.O.C(O)C. The yield is 0.900. The reactants are [F:1][C:2]([F:11])([F:10])[C:3]1[CH:4]=[C:5]([CH:7]=[CH:8][CH:9]=1)[NH2:6].[N:12]([O-])=O.[Na+].[CH3:16][C:17](=[O:22])[CH2:18][C:19](=[O:21])[CH3:20].C([O-])(=O)C.[Na+]. The product is [F:1][C:2]([F:10])([F:11])[C:3]1[CH:4]=[C:5]([NH:6][N:12]=[C:18]([C:17](=[O:22])[CH3:16])[C:19](=[O:21])[CH3:20])[CH:7]=[CH:8][CH:9]=1. (5) The reactants are [F:1][C:2]1[CH:3]=[C:4]([CH:9]2[N:14]([C:15]([O:17]C3C=CC([N+]([O-])=O)=CC=3)=O)[C:13]([O:27][CH3:28])=[N:12][C:11]([CH2:29][CH3:30])=[C:10]2[C:31]([O:33][CH2:34][C:35]2[CH:40]=[CH:39][CH:38]=[CH:37][CH:36]=2)=[O:32])[CH:5]=[CH:6][C:7]=1[F:8]. The catalyst is C1COCC1. The product is [F:1][C:2]1[CH:3]=[C:4]([CH:9]2[N:14]([C:15]([NH:14][C@@H:9]([C:4]3[CH:5]=[CH:6][CH:7]=[CH:2][CH:3]=3)[CH3:10])=[O:17])[C:13]([O:27][CH3:28])=[N:12][C:11]([CH2:29][CH3:30])=[C:10]2[C:31]([O:33][CH2:34][C:35]2[CH:36]=[CH:37][CH:38]=[CH:39][CH:40]=2)=[O:32])[CH:5]=[CH:6][C:7]=1[F:8]. The yield is 0.600. (6) The reactants are Br[C:2]1[CH:7]=[CH:6][C:5]([O:8][CH3:9])=[C:4]([CH3:10])[CH:3]=1.[CH:11]1([Mg]Br)[CH2:13][CH2:12]1. No catalyst specified. The product is [CH:11]1([C:2]2[CH:7]=[CH:6][C:5]([O:8][CH3:9])=[C:4]([CH3:10])[CH:3]=2)[CH2:13][CH2:12]1. The yield is 0.430. (7) The reactants are CC1(C)[O:6][CH:5]([CH2:7][O:8][C:9]2[CH:14]=[CH:13][C:12]([C:15]([C:20]3[CH:25]=[CH:24][C:23]([CH2:26][CH2:27][C:28]([CH2:32][CH3:33])([OH:31])[CH2:29][CH3:30])=[C:22]([CH3:34])[CH:21]=3)([CH2:18][CH3:19])[CH2:16][CH3:17])=[CH:11][C:10]=2[CH3:35])[CH2:4][O:3]1.CC1(C)C2(CS(O)(=O)=O)C(CC1CC2)=O.C([O-])(O)=O.[Na+]. The catalyst is C1COCC1.O. The product is [CH2:16]([C:15]([C:12]1[CH:13]=[CH:14][C:9]([O:8][CH2:7][CH:5]([OH:6])[CH2:4][OH:3])=[C:10]([CH3:35])[CH:11]=1)([C:20]1[CH:25]=[CH:24][C:23]([CH2:26][CH2:27][C:28]([CH2:29][CH3:30])([OH:31])[CH2:32][CH3:33])=[C:22]([CH3:34])[CH:21]=1)[CH2:18][CH3:19])[CH3:17]. The yield is 0.700.